This data is from Peptide-MHC class II binding affinity with 134,281 pairs from IEDB. The task is: Regression. Given a peptide amino acid sequence and an MHC pseudo amino acid sequence, predict their binding affinity value. This is MHC class II binding data. (1) The peptide sequence is IVGRGDSRLTYQWHK. The MHC is DRB1_1501 with pseudo-sequence DRB1_1501. The binding affinity (normalized) is 0.112. (2) The peptide sequence is MGSLEMVPMGAGPPSPGGDP. The MHC is DRB1_0101 with pseudo-sequence DRB1_0101. The binding affinity (normalized) is 0.392. (3) The peptide sequence is HHLVEFEPPHAATIR. The MHC is DRB1_0802 with pseudo-sequence DRB1_0802. The binding affinity (normalized) is 0.411. (4) The peptide sequence is GELMIVDKIDAAFKI. The MHC is DRB1_0701 with pseudo-sequence DRB1_0701. The binding affinity (normalized) is 0.808. (5) The peptide sequence is MAAHKFMVAMFLAVA. The MHC is DRB3_0202 with pseudo-sequence DRB3_0202. The binding affinity (normalized) is 0.293. (6) The MHC is HLA-DPA10201-DPB10501 with pseudo-sequence HLA-DPA10201-DPB10501. The binding affinity (normalized) is 0.0507. The peptide sequence is PQQPFPQQPQQPYPQQP. (7) The peptide sequence is QRMMAEIDTDGDGFI. The MHC is HLA-DPA10103-DPB10401 with pseudo-sequence HLA-DPA10103-DPB10401. The binding affinity (normalized) is 0. (8) The peptide sequence is PPTVTIFKISKTVSE. The MHC is HLA-DQA10501-DQB10301 with pseudo-sequence HLA-DQA10501-DQB10301. The binding affinity (normalized) is 0.347. (9) The peptide sequence is ISEAGQAMASTEGNV. The MHC is DRB1_0301 with pseudo-sequence DRB1_0301. The binding affinity (normalized) is 0.0429. (10) The peptide sequence is GGNFAGGGFGMLLRK. The MHC is HLA-DQA10301-DQB10302 with pseudo-sequence HLA-DQA10301-DQB10302. The binding affinity (normalized) is 0.0381.